Dataset: NCI-60 drug combinations with 297,098 pairs across 59 cell lines. Task: Regression. Given two drug SMILES strings and cell line genomic features, predict the synergy score measuring deviation from expected non-interaction effect. (1) Drug 1: CN1C(=O)N2C=NC(=C2N=N1)C(=O)N. Drug 2: C1C(C(OC1N2C=NC(=NC2=O)N)CO)O. Cell line: BT-549. Synergy scores: CSS=13.7, Synergy_ZIP=0.297, Synergy_Bliss=5.98, Synergy_Loewe=-11.0, Synergy_HSA=3.10. (2) Drug 1: CC1OCC2C(O1)C(C(C(O2)OC3C4COC(=O)C4C(C5=CC6=C(C=C35)OCO6)C7=CC(=C(C(=C7)OC)O)OC)O)O. Drug 2: C1C(C(OC1N2C=C(C(=O)NC2=O)F)CO)O. Cell line: HOP-92. Synergy scores: CSS=37.6, Synergy_ZIP=-12.6, Synergy_Bliss=-10.1, Synergy_Loewe=-2.48, Synergy_HSA=-1.21. (3) Drug 1: C1=CC(=C2C(=C1NCCNCCO)C(=O)C3=C(C=CC(=C3C2=O)O)O)NCCNCCO. Drug 2: CC1OCC2C(O1)C(C(C(O2)OC3C4COC(=O)C4C(C5=CC6=C(C=C35)OCO6)C7=CC(=C(C(=C7)OC)O)OC)O)O. Cell line: RXF 393. Synergy scores: CSS=38.7, Synergy_ZIP=-0.794, Synergy_Bliss=1.69, Synergy_Loewe=6.98, Synergy_HSA=8.26. (4) Drug 1: C1CCC(C1)C(CC#N)N2C=C(C=N2)C3=C4C=CNC4=NC=N3. Drug 2: C1CCC(CC1)NC(=O)N(CCCl)N=O. Cell line: OVCAR3. Synergy scores: CSS=28.0, Synergy_ZIP=4.63, Synergy_Bliss=6.29, Synergy_Loewe=1.09, Synergy_HSA=2.04.